This data is from Full USPTO retrosynthesis dataset with 1.9M reactions from patents (1976-2016). The task is: Predict the reactants needed to synthesize the given product. Given the product [Cl:22][C:2]1[C:3]([S:18]([CH3:21])(=[O:20])=[O:19])=[CH:4][C:5]([CH3:17])=[C:6]([B:8]2[O:12][C:11]([CH3:14])([CH3:13])[C:10]([CH3:16])([CH3:15])[O:9]2)[CH:7]=1, predict the reactants needed to synthesize it. The reactants are: F[C:2]1[C:3]([S:18]([CH3:21])(=[O:20])=[O:19])=[CH:4][C:5]([CH3:17])=[C:6]([B:8]2[O:12][C:11]([CH3:14])([CH3:13])[C:10]([CH3:16])([CH3:15])[O:9]2)[CH:7]=1.[Cl:22]C1C=CC(C)=CC=1O.